This data is from Merck oncology drug combination screen with 23,052 pairs across 39 cell lines. The task is: Regression. Given two drug SMILES strings and cell line genomic features, predict the synergy score measuring deviation from expected non-interaction effect. (1) Cell line: PA1. Drug 2: COC1=C2CC(C)CC(OC)C(O)C(C)C=C(C)C(OC(N)=O)C(OC)C=CC=C(C)C(=O)NC(=CC1=O)C2=O. Drug 1: CCN(CC)CCNC(=O)c1c(C)[nH]c(C=C2C(=O)Nc3ccc(F)cc32)c1C. Synergy scores: synergy=17.6. (2) Drug 1: N#Cc1ccc(Cn2cncc2CN2CCN(c3cccc(Cl)c3)C(=O)C2)cc1. Drug 2: CC(C)CC(NC(=O)C(Cc1ccccc1)NC(=O)c1cnccn1)B(O)O. Cell line: OCUBM. Synergy scores: synergy=-2.07. (3) Drug 1: COC12C(COC(N)=O)C3=C(C(=O)C(C)=C(N)C3=O)N1CC1NC12. Drug 2: NC(=O)c1cccc2cn(-c3ccc(C4CCCNC4)cc3)nc12. Cell line: OVCAR3. Synergy scores: synergy=-12.1.